From a dataset of Reaction yield outcomes from USPTO patents with 853,638 reactions. Predict the reaction yield, written as a fraction of the theoretical maximum amount of product (1.0 means a 100% yield; for example, 0.34 means a 34% yield). (1) The reactants are [F:1][C:2]1([F:51])[CH2:7][CH2:6][CH:5]([C:8]2[C:17]3[C@@H:16]([OH:18])[CH2:15][C:14]([CH3:20])([CH3:19])[CH2:13][C:12]=3[N:11]=[C:10]([CH:21]3[CH2:26][CH2:25][N:24]([C:27]4[N:32]=[CH:31][C:30]([O:33][CH2:34][C@@H:35]([OH:38])[CH2:36][OH:37])=[CH:29][N:28]=4)[CH2:23][CH2:22]3)[C:9]=2[C@@H:39]([F:50])[C:40]2[CH:45]=[CH:44][C:43]([C:46]([F:49])([F:48])[F:47])=[CH:42][CH:41]=2)[CH2:4][CH2:3]1.[ClH:52]. The catalyst is CC(C)=O. The product is [ClH:52].[ClH:52].[F:51][C:2]1([F:1])[CH2:3][CH2:4][CH:5]([C:8]2[C:17]3[C@@H:16]([OH:18])[CH2:15][C:14]([CH3:19])([CH3:20])[CH2:13][C:12]=3[N:11]=[C:10]([CH:21]3[CH2:26][CH2:25][N:24]([C:27]4[N:32]=[CH:31][C:30]([O:33][CH2:34][C@@H:35]([OH:38])[CH2:36][OH:37])=[CH:29][N:28]=4)[CH2:23][CH2:22]3)[C:9]=2[C@@H:39]([F:50])[C:40]2[CH:45]=[CH:44][C:43]([C:46]([F:47])([F:49])[F:48])=[CH:42][CH:41]=2)[CH2:6][CH2:7]1. The yield is 0.660. (2) The reactants are C([Li])CCC.Br[C:7]1[CH:12]=[C:11]([CH3:13])[N:10]=[C:9]([CH:14]([F:16])[F:15])[CH:8]=1.[Cl:17][C:18]1[CH:23]=[C:22](/[C:24](/[C:32]2[CH:37]=[CH:36][CH:35]=[C:34]([F:38])[C:33]=2[C:39]#[N:40])=[N:25]\S(C(C)(C)C)=O)[CH:21]=[CH:20][N:19]=1.Cl.C(OCC)C. The catalyst is C1COCC1.CO. The product is [Cl:17][C:18]1[CH:23]=[C:22]([C:24]2([C:7]3[CH:12]=[C:11]([CH3:13])[N:10]=[C:9]([CH:14]([F:16])[F:15])[CH:8]=3)[C:32]3[C:33](=[C:34]([F:38])[CH:35]=[CH:36][CH:37]=3)[C:39]([NH2:40])=[N:25]2)[CH:21]=[CH:20][N:19]=1. The yield is 0.510. (3) The reactants are [CH3:1][N:2]1[CH:6]=[CH:5][CH:4]=[C:3]1[C:7]([OH:9])=O.S(Cl)(Cl)=O.CN(C=O)C.[NH:19]1[C:27]2[C:22](=[CH:23][CH:24]=[CH:25][CH:26]=2)[C:21](/[CH:28]=[CH:29]/[C:30]2[CH:35]=[CH:34][CH:33]=[CH:32][C:31]=2[NH2:36])=[N:20]1.C(N(CC)CC)C.C(=O)([O-])[O-].[K+].[K+]. The catalyst is C(Cl)Cl.C1COCC1.O.CO. The product is [NH:19]1[C:27]2[C:22](=[CH:23][CH:24]=[CH:25][CH:26]=2)[C:21](/[CH:28]=[CH:29]/[C:30]2[CH:35]=[CH:34][CH:33]=[CH:32][C:31]=2[NH:36][C:7]([C:3]2[N:2]([CH3:1])[CH:6]=[CH:5][CH:4]=2)=[O:9])=[N:20]1. The yield is 0.690. (4) The reactants are [F:1][C:2]1[CH:10]=[CH:9][CH:8]=[C:7]([N+:11]([O-:13])=[O:12])[C:3]=1[C:4]([OH:6])=[O:5].[Si](C=[N+]=[N-])(C)(C)[CH3:15]. The catalyst is CO.C(#N)C. The product is [F:1][C:2]1[CH:10]=[CH:9][CH:8]=[C:7]([N+:11]([O-:13])=[O:12])[C:3]=1[C:4]([O:6][CH3:15])=[O:5]. The yield is 0.940. (5) The reactants are [NH2:1][C:2]([NH:4][C:5]1[NH:6][C:7]2[C:12]([C:13]=1[C:14]([NH2:16])=[O:15])=[CH:11][CH:10]=[C:9]([OH:17])[CH:8]=2)=[O:3].[H-].[Na+].F[C:21]1[CH:26]=[CH:25][C:24]([N+:27]([O-:29])=[O:28])=[CH:23][CH:22]=1. The catalyst is CN(C)C=O.O. The product is [NH2:1][C:2]([NH:4][C:5]1[NH:6][C:7]2[C:12]([C:13]=1[C:14]([NH2:16])=[O:15])=[CH:11][CH:10]=[C:9]([O:17][C:21]1[CH:26]=[CH:25][C:24]([N+:27]([O-:29])=[O:28])=[CH:23][CH:22]=1)[CH:8]=2)=[O:3]. The yield is 0.590. (6) The reactants are [CH3:1][C:2]1[CH:7]=[CH:6][C:5]([S:8]([O:11][CH2:12][CH:13]2[CH2:17][C:16]3[C:18]([F:24])=[C:19]([F:23])[CH:20]=[C:21](Br)[C:15]=3[O:14]2)(=[O:10])=[O:9])=[CH:4][CH:3]=1.[C:25]1(B(O)O)[CH:30]=[CH:29][CH:28]=[CH:27][CH:26]=1.C(=O)([O-])[O-].[K+].[K+]. The catalyst is O1CCOCC1.C1C=CC([PH+]([C]2[CH][CH][CH][CH]2)C2C=CC=CC=2)=CC=1.C1C=CC([PH+]([C]2[CH][CH][CH][CH]2)C2C=CC=CC=2)=CC=1.C(Cl)Cl.Cl[Pd]Cl.[Fe]. The product is [CH3:1][C:2]1[CH:7]=[CH:6][C:5]([S:8]([O:11][CH2:12][CH:13]2[CH2:17][C:16]3[C:18]([F:24])=[C:19]([F:23])[CH:20]=[C:21]([C:25]4[CH:30]=[CH:29][CH:28]=[CH:27][CH:26]=4)[C:15]=3[O:14]2)(=[O:10])=[O:9])=[CH:4][CH:3]=1. The yield is 0.800.